Dataset: Peptide-MHC class II binding affinity with 134,281 pairs from IEDB. Task: Regression. Given a peptide amino acid sequence and an MHC pseudo amino acid sequence, predict their binding affinity value. This is MHC class II binding data. (1) The peptide sequence is LDSSDTIWMDIEGPP. The MHC is DRB1_0301 with pseudo-sequence DRB1_0301. The binding affinity (normalized) is 0.398. (2) The peptide sequence is GELQIVDYIDAAFKI. The MHC is DRB4_0101 with pseudo-sequence DRB4_0103. The binding affinity (normalized) is 0.868. (3) The binding affinity (normalized) is 0.197. The peptide sequence is LPPIVAKEIVASCDKC. The MHC is DRB3_0202 with pseudo-sequence DRB3_0202. (4) The peptide sequence is WTGALVTPCAAEEQK. The MHC is DRB1_1501 with pseudo-sequence DRB1_1501. The binding affinity (normalized) is 0.